The task is: Predict the reactants needed to synthesize the given product.. This data is from Full USPTO retrosynthesis dataset with 1.9M reactions from patents (1976-2016). (1) The reactants are: [Mg].II.Br[CH2:5][CH2:6][CH:7]([CH3:9])[CH3:8].[N:10]1([C:15]2[CH:16]=[C:17]([CH:20]=[CH:21][CH:22]=2)[C:18]#[N:19])[CH:14]=[CH:13][CH:12]=[N:11]1.C([Mg]Br)CC(C)C.B(F)(F)F.CCOCC.Cl.[OH-].[Na+]. Given the product [N:10]1([C:15]2[CH:16]=[C:17]([C:18]3([NH2:19])[CH2:5][CH:6]3[CH:7]([CH3:9])[CH3:8])[CH:20]=[CH:21][CH:22]=2)[CH:14]=[CH:13][CH:12]=[N:11]1, predict the reactants needed to synthesize it. (2) Given the product [F:29][C:28]1[C:23]([C:18]2[N:19]=[C:20]([CH3:22])[N:21]=[C:16]([N:15]([CH2:45][C:46]3[CH:51]=[CH:50][C:49]([O:52][CH3:53])=[CH:48][CH:47]=3)[CH2:14][C:13]3[CH:54]=[CH:55][C:10]([O:9][CH3:8])=[CH:11][CH:12]=3)[N:17]=2)=[CH:24][C:25]([C@H:30]([N:32]2[CH2:37][CH2:36][N:35]([S:69]([CH3:68])(=[O:71])=[O:70])[CH2:34][CH2:33]2)[CH3:31])=[CH:26][N:27]=1, predict the reactants needed to synthesize it. The reactants are: FC(F)(F)C(O)=O.[CH3:8][O:9][C:10]1[CH:55]=[CH:54][C:13]([CH2:14][N:15]([CH2:45][C:46]2[CH:51]=[CH:50][C:49]([O:52][CH3:53])=[CH:48][CH:47]=2)[C:16]2[N:21]=[C:20]([CH3:22])[N:19]=[C:18]([C:23]3[CH:24]=[C:25]([C@H:30]([N:32]4[CH2:37][CH2:36][N:35](C(OC(C)(C)C)=O)[CH2:34][CH2:33]4)[CH3:31])[CH:26]=[N:27][C:28]=3[F:29])[N:17]=2)=[CH:12][CH:11]=1.C(=O)(O)[O-].[Na+].C(N(CC)CC)C.[CH3:68][S:69](Cl)(=[O:71])=[O:70]. (3) The reactants are: [O:1]=[C:2]1[CH2:7][CH2:6][N:5]([C:8]([O:10][C:11]([CH3:14])([CH3:13])[CH3:12])=[O:9])[CH2:4][CH2:3]1.B(F)(F)F.CCOCC.[N+](=[CH:26][C:27]([O:29][CH2:30][CH3:31])=[O:28])=[N-].O. Given the product [O:1]=[C:2]1[CH2:7][CH2:6][N:5]([C:8]([O:10][C:11]([CH3:12])([CH3:13])[CH3:14])=[O:9])[CH2:4][CH2:3][CH:26]1[C:27]([O:29][CH2:30][CH3:31])=[O:28], predict the reactants needed to synthesize it.